From a dataset of Catalyst prediction with 721,799 reactions and 888 catalyst types from USPTO. Predict which catalyst facilitates the given reaction. Reactant: [CH:1]1([C@H:6]2[C:32](=[O:33])[N:31]3[CH2:34][C@@H:28]([CH2:29][C@H:30]3[C:35]([O-:37])=[O:36])[O:27][C:26]3[C:17](=[N:18][C:19]4[C:24]([CH:25]=3)=[CH:23][CH:22]=[CH:21][CH:20]=4)[CH:16]=[CH:15][CH2:14][CH2:13][CH2:12][C@@H:11]3[CH2:38][CH2:39][CH2:40][C@H:10]3[O:9][C:8](=[O:41])[NH:7]2)[CH2:5][CH2:4][CH2:3][CH2:2]1.[CH3:42]O. Product: [CH:1]1([C@H:6]2[C:32](=[O:33])[N:31]3[CH2:34][C@@H:28]([CH2:29][C@H:30]3[C:35]([O:37][CH3:42])=[O:36])[O:27][C:26]3[C:17](=[N:18][C:19]4[C:24]([CH:25]=3)=[CH:23][CH:22]=[CH:21][CH:20]=4)[CH2:16][CH2:15][CH2:14][CH2:13][CH2:12][C@@H:11]3[CH2:38][CH2:39][CH2:40][C@H:10]3[O:9][C:8](=[O:41])[NH:7]2)[CH2:2][CH2:3][CH2:4][CH2:5]1. The catalyst class is: 45.